The task is: Predict the product of the given reaction.. This data is from Forward reaction prediction with 1.9M reactions from USPTO patents (1976-2016). Given the reactants [Cl:1][C:2]1[N:7]=[C:6](Cl)[C:5]([F:9])=[CH:4][N:3]=1.[CH2:10]([O:12][C:13](=[O:24])[CH2:14][CH:15]([NH2:23])[C:16]1([CH3:22])[CH2:21][CH2:20][CH2:19][CH2:18][CH2:17]1)[CH3:11].C(N(CC)C(C)C)(C)C, predict the reaction product. The product is: [Cl:1][C:2]1[N:7]=[C:6]([NH:23][CH:15]([C:16]2([CH3:22])[CH2:21][CH2:20][CH2:19][CH2:18][CH2:17]2)[CH2:14][C:13]([O:12][CH2:10][CH3:11])=[O:24])[C:5]([F:9])=[CH:4][N:3]=1.